This data is from Full USPTO retrosynthesis dataset with 1.9M reactions from patents (1976-2016). The task is: Predict the reactants needed to synthesize the given product. (1) Given the product [CH3:1][C:2]1[C:6]([C:7]2[C:16]3[O:15][CH2:14][CH:13]([C:17]4[CH:22]=[CH:21][CH:20]=[CH:19][CH:18]=4)[N:12]4[C:11]=3[C:10]([C:25](=[O:27])[NH:23]4)=[CH:9][CH:8]=2)=[C:5]([CH3:29])[O:4][N:3]=1, predict the reactants needed to synthesize it. The reactants are: [CH3:1][C:2]1[C:6]([C:7]2[CH:8]=[CH:9][C:10]([C:25]([O:27]C)=O)=[C:11]3[C:16]=2[O:15][CH2:14][CH:13]([C:17]2[CH:22]=[CH:21][CH:20]=[CH:19][CH:18]=2)[N:12]3[N:23]=O)=[C:5]([CH3:29])[O:4][N:3]=1.[Cl-].[NH4+]. (2) Given the product [Cl:1][C:2]1[CH:7]=[CH:6][C:5]([CH:8]([C:34]2[CH:35]=[CH:36][C:37]([Cl:40])=[CH:38][CH:39]=2)[C:9]2[CH:10]=[C:11]3[C:16](=[CH:17][CH:18]=2)[N:15]=[CH:14][N:13]=[C:12]3[NH:19][CH:20]2[CH2:25][CH2:24][N:23]([S:26]([CH2:29][CH2:30][OH:31])(=[O:28])=[O:27])[CH2:22][CH2:21]2)=[CH:4][CH:3]=1, predict the reactants needed to synthesize it. The reactants are: [Cl:1][C:2]1[CH:7]=[CH:6][C:5]([CH:8]([C:34]2[CH:39]=[CH:38][C:37]([Cl:40])=[CH:36][CH:35]=2)[C:9]2[CH:10]=[C:11]3[C:16](=[CH:17][CH:18]=2)[N:15]=[CH:14][N:13]=[C:12]3[NH:19][CH:20]2[CH2:25][CH2:24][N:23]([S:26]([CH2:29][C:30](OC)=[O:31])(=[O:28])=[O:27])[CH2:22][CH2:21]2)=[CH:4][CH:3]=1.O1CCCC1.[Li+].[OH-]. (3) The reactants are: [NH:1]1[CH2:6][CH2:5][CH2:4][C@H:3]([NH:7][C:8](=[O:14])[O:9][C:10]([CH3:13])([CH3:12])[CH3:11])[CH2:2]1.CCN(CC)CC.[CH:22]1[CH:27]=[CH:26][C:25]([CH2:28][O:29][C:30](Cl)=[O:31])=[CH:24][CH:23]=1. Given the product [C:10]([O:9][C:8]([NH:7][C@H:3]1[CH2:4][CH2:5][CH2:6][N:1]([C:30]([O:29][CH2:28][C:25]2[CH:26]=[CH:27][CH:22]=[CH:23][CH:24]=2)=[O:31])[CH2:2]1)=[O:14])([CH3:11])([CH3:13])[CH3:12], predict the reactants needed to synthesize it. (4) Given the product [F:1][C:2]1[CH:3]=[C:4]([CH:9]2[CH2:10][CH2:11][O:12][CH2:13][CH2:14]2)[CH:5]=[C:6]([F:8])[CH:7]=1, predict the reactants needed to synthesize it. The reactants are: [F:1][C:2]1[CH:3]=[C:4]([C:9]2[CH2:10][CH2:11][O:12][CH2:13][CH:14]=2)[CH:5]=[C:6]([F:8])[CH:7]=1. (5) Given the product [CH2:1]([C:7]1[CH:8]=[C:9]([C:13]2[N:14]([CH3:20])[C:15]([C:26]([OH:28])=[O:27])=[C:16]([I:18])[N:17]=2)[CH:10]=[CH:11][CH:12]=1)[CH2:2][CH2:3][CH2:4][CH2:5][CH3:6], predict the reactants needed to synthesize it. The reactants are: [CH2:1]([C:7]1[CH:8]=[C:9]([C:13]2[N:14]([CH3:20])[C:15](I)=[C:16]([I:18])[N:17]=2)[CH:10]=[CH:11][CH:12]=1)[CH2:2][CH2:3][CH2:4][CH2:5][CH3:6].C([Li])CCC.[C:26](=[O:28])=[O:27].